The task is: Predict the reaction yield, written as a fraction of the theoretical maximum amount of product (1.0 means a 100% yield; for example, 0.34 means a 34% yield).. This data is from Reaction yield outcomes from USPTO patents with 853,638 reactions. (1) The reactants are [CH3:1][O:2][CH2:3][CH2:4][O:5][C:6]1[CH:7]=[C:8]2[C:12](=[C:13]([N:15]([CH3:25])[S:16]([C:19]3[CH:24]=[CH:23][CH:22]=[CH:21][N:20]=3)(=[O:18])=[O:17])[CH:14]=1)[NH:11][C:10]([C:26]1[S:27][CH2:28][C@H:29]([C:31](OC)=[O:32])[N:30]=1)=[CH:9]2.C1(P(=O)(C2C=CC=CC=2)C2C=CC=CC=2)C=CC=CC=1.[BH4-].[Na+].CO. The catalyst is O1CCCC1.O. The product is [OH:32][CH2:31][C@H:29]1[CH2:28][S:27][C:26]([C:10]2[NH:11][C:12]3[C:8]([CH:9]=2)=[CH:7][C:6]([O:5][CH2:4][CH2:3][O:2][CH3:1])=[CH:14][C:13]=3[N:15]([CH3:25])[S:16]([C:19]2[CH:24]=[CH:23][CH:22]=[CH:21][N:20]=2)(=[O:17])=[O:18])=[N:30]1. The yield is 0.200. (2) The reactants are C(OC([N:11]1[CH2:15][CH:14]2[CH:16]([OH:20])[CH:17]([F:19])[CH2:18][CH:13]2[CH2:12]1)=O)C1C=CC=CC=1.[H][H]. The catalyst is O1CCCC1.CO.[OH-].[OH-].[Pd+2]. The product is [F:19][CH:17]1[CH2:18][CH:13]2[CH2:12][NH:11][CH2:15][CH:14]2[CH:16]1[OH:20]. The yield is 1.00. (3) The reactants are [N+:1]([C:4]1[CH:5]=[C:6]([OH:11])[CH:7]=[CH:8][C:9]=1Cl)([O-:3])=[O:2].[C:12]([NH:15][C:16]1[CH:21]=[CH:20][C:19]([SH:22])=[CH:18][CH:17]=1)(=[O:14])[CH3:13].C(=O)([O-])[O-].[Cs+].[Cs+]. The catalyst is CN(C=O)C. The product is [OH:11][C:6]1[CH:7]=[CH:8][C:9]([S:22][C:19]2[CH:18]=[CH:17][C:16]([NH:15][C:12](=[O:14])[CH3:13])=[CH:21][CH:20]=2)=[C:4]([N+:1]([O-:3])=[O:2])[CH:5]=1. The yield is 1.00. (4) The reactants are C([C:3]1([CH2:9][C:10]2[CH:15]=[CH:14][C:13]([CH:16]([CH3:20])[C:17]([OH:19])=[O:18])=[CH:12][CH:11]=2)[C:7](=[O:8])[CH2:6][S:5][CH2:4]1)#N.S(=O)(=O)(O)O. The catalyst is O1CCOCC1. The product is [O:8]=[C:7]1[CH2:6][S:5][CH2:4][CH:3]1[CH2:9][C:10]1[CH:15]=[CH:14][C:13]([CH:16]([CH3:20])[C:17]([OH:19])=[O:18])=[CH:12][CH:11]=1. The yield is 0.500. (5) The catalyst is O.C(OCC)(=O)C. The yield is 0.470. The product is [CH2:13]([C:17]1[N:18]=[C:19]([CH3:47])[N:20]([C:41]2[CH:46]=[CH:45][CH:44]=[CH:43][CH:42]=2)[C:21](=[O:40])[C:22]=1[CH2:23][C:24]1[C:25]([F:39])=[CH:26][C:27]([C:31]2[CH:36]=[CH:35][CH:34]=[CH:33][C:32]=2[C:37]2[NH:3][C:4](=[O:7])[O:5][N:38]=2)=[CH:28][C:29]=1[F:30])[CH2:14][CH2:15][CH3:16]. The reactants are [Cl-].O[NH3+:3].[C:4](=[O:7])([O-])[OH:5].[Na+].CS(C)=O.[CH2:13]([C:17]1[N:18]=[C:19]([CH3:47])[N:20]([C:41]2[CH:46]=[CH:45][CH:44]=[CH:43][CH:42]=2)[C:21](=[O:40])[C:22]=1[CH2:23][C:24]1[C:29]([F:30])=[CH:28][C:27]([C:31]2[C:32]([C:37]#[N:38])=[CH:33][CH:34]=[CH:35][CH:36]=2)=[CH:26][C:25]=1[F:39])[CH2:14][CH2:15][CH3:16]. (6) The reactants are C([O:5][C:6]([N:8]([CH3:27])[N:9]1[C:18]2[C:13](=[CH:14][C:15]([I:20])=[CH:16][C:17]=2[F:19])[C:12](=[O:21])[C:11]([C:22]([O:24][CH2:25][CH3:26])=[O:23])=[CH:10]1)=O)(C)(C)C.C=O. The catalyst is O. The product is [F:19][C:17]1[CH:16]=[C:15]([I:20])[CH:14]=[C:13]2[C:18]=1[N:9]([N:8]([CH2:6][OH:5])[CH3:27])[CH:10]=[C:11]([C:22]([O:24][CH2:25][CH3:26])=[O:23])[C:12]2=[O:21]. The yield is 0.900. (7) The reactants are [NH2:1][C@H:2]1[CH2:7][CH2:6][C@H:5]([OH:8])[CH2:4][CH2:3]1.C(=O)([O-])[O-].[K+].[K+].C(N1[C:24](=[O:25])[C:23]2=[CH:26][CH:27]=[CH:28][CH:29]=[C:22]2[C:21]1=[O:30])(OCC)=O. The catalyst is O. The product is [OH:8][C@H:5]1[CH2:6][CH2:7][C@H:2]([N:1]2[C:24](=[O:25])[C:23]3[C:22](=[CH:29][CH:28]=[CH:27][CH:26]=3)[C:21]2=[O:30])[CH2:3][CH2:4]1. The yield is 0.710. (8) The reactants are [CH:1]1[C:13]2[N:12]([C:14]3[CH:19]=[CH:18][C:17]([C:20](=O)[CH3:21])=[CH:16][CH:15]=3)[C:11]3[C:6](=[CH:7][CH:8]=[CH:9][CH:10]=3)[C:5]=2[CH:4]=[CH:3][CH:2]=1.[NH2:23][C:24]1[CH:29]=[CH:28][C:27]([Br:30])=[CH:26][C:25]=1[C:31]([C:33]1[CH:38]=[CH:37][CH:36]=[CH:35][CH:34]=1)=O.P([O-])(OC1C=CC=CC=1)(OC1C=CC=CC=1)=O.C1C(O)=CC=CC=1C. The catalyst is C(N(CC)CC)C.CO. The product is [Br:30][C:27]1[CH:26]=[C:25]2[C:24](=[CH:29][CH:28]=1)[N:23]=[C:20]([C:17]1[CH:16]=[CH:15][C:14]([N:12]3[C:11]4[CH:10]=[CH:9][CH:8]=[CH:7][C:6]=4[C:5]4[C:13]3=[CH:1][CH:2]=[CH:3][CH:4]=4)=[CH:19][CH:18]=1)[CH:21]=[C:31]2[C:33]1[CH:38]=[CH:37][CH:36]=[CH:35][CH:34]=1. The yield is 0.832. (9) The reactants are [Br:1][C:2]1[CH:10]=[C:9]2[C:5]([CH2:6][C:7]3([CH2:27][CH2:26][CH:25]([O:28][CH3:29])[CH2:24][CH2:23]3)[C:8]2([NH:16][S:17]([C:19]([CH3:22])([CH3:21])[CH3:20])=[O:18])[C:11]([O:13][CH2:14][CH3:15])=C)=[CH:4][CH:3]=1.[C-]#N.[K+].CC[OH:35]. The catalyst is O. The product is [Br:1][C:2]1[CH:10]=[C:9]2[C:5]([CH2:6][C:7]3([CH2:27][CH2:26][CH:25]([O:28][CH3:29])[CH2:24][CH2:23]3)[C:8]2([NH:16][S:17]([C:19]([CH3:21])([CH3:22])[CH3:20])=[O:18])[C:11]([O:13][CH2:14][CH3:15])=[O:35])=[CH:4][CH:3]=1. The yield is 0.780.